Dataset: NCI-60 drug combinations with 297,098 pairs across 59 cell lines. Task: Regression. Given two drug SMILES strings and cell line genomic features, predict the synergy score measuring deviation from expected non-interaction effect. (1) Drug 1: COC1=C(C=C2C(=C1)N=CN=C2NC3=CC(=C(C=C3)F)Cl)OCCCN4CCOCC4. Drug 2: CC1CCC2CC(C(=CC=CC=CC(CC(C(=O)C(C(C(=CC(C(=O)CC(OC(=O)C3CCCCN3C(=O)C(=O)C1(O2)O)C(C)CC4CCC(C(C4)OC)O)C)C)O)OC)C)C)C)OC. Cell line: 786-0. Synergy scores: CSS=36.3, Synergy_ZIP=-1.04, Synergy_Bliss=-1.75, Synergy_Loewe=3.49, Synergy_HSA=4.73. (2) Drug 1: CS(=O)(=O)CCNCC1=CC=C(O1)C2=CC3=C(C=C2)N=CN=C3NC4=CC(=C(C=C4)OCC5=CC(=CC=C5)F)Cl. Drug 2: C1=NC2=C(N1)C(=S)N=CN2. Cell line: NCI/ADR-RES. Synergy scores: CSS=30.9, Synergy_ZIP=1.17, Synergy_Bliss=-0.513, Synergy_Loewe=-11.8, Synergy_HSA=0.496. (3) Drug 1: C1=CC(=CC=C1C#N)C(C2=CC=C(C=C2)C#N)N3C=NC=N3. Drug 2: C1CNP(=O)(OC1)N(CCCl)CCCl. Cell line: CAKI-1. Synergy scores: CSS=-0.859, Synergy_ZIP=1.04, Synergy_Bliss=-1.34, Synergy_Loewe=-3.43, Synergy_HSA=-4.16. (4) Cell line: NCI-H460. Drug 1: COC1=C2C(=CC3=C1OC=C3)C=CC(=O)O2. Synergy scores: CSS=8.08, Synergy_ZIP=-3.27, Synergy_Bliss=-2.99, Synergy_Loewe=-20.9, Synergy_HSA=-3.18. Drug 2: C1C(C(OC1N2C=NC(=NC2=O)N)CO)O.